This data is from Full USPTO retrosynthesis dataset with 1.9M reactions from patents (1976-2016). The task is: Predict the reactants needed to synthesize the given product. (1) Given the product [O:8]1[CH2:17][CH2:16][S:1][C:2]2[CH:7]=[CH:6][CH:5]=[CH:4][C:3]1=2, predict the reactants needed to synthesize it. The reactants are: [SH:1][C:2]1[CH:7]=[CH:6][CH:5]=[CH:4][C:3]=1[OH:8].C(=O)([O-])[O-].[K+].[K+].Br[CH2:16][CH2:17]Br. (2) Given the product [O:40]1[C:36]([C:2]2[N:10]=[CH:9][C:8]3[NH:7][C:6]4[N:11]=[CH:12][C:13]([C:15]5[CH:16]=[CH:17][C:18]([CH2:21][N:22]6[CH2:23][CH2:24][CH2:25][CH2:26][CH2:27]6)=[CH:19][CH:20]=5)=[CH:14][C:5]=4[C:4]=3[CH:3]=2)=[CH:37][N:38]=[CH:39]1, predict the reactants needed to synthesize it. The reactants are: Br[C:2]1[N:10]=[CH:9][C:8]2[NH:7][C:6]3[N:11]=[CH:12][C:13]([C:15]4[CH:20]=[CH:19][C:18]([CH2:21][N:22]5[CH2:27][CH2:26][CH2:25][CH2:24][CH2:23]5)=[CH:17][CH:16]=4)=[CH:14][C:5]=3[C:4]=2[CH:3]=1.CC1(C)C(C)(C)OB([C:36]2[O:40][CH:39]=[N:38][CH:37]=2)O1.